Dataset: NCI-60 drug combinations with 297,098 pairs across 59 cell lines. Task: Regression. Given two drug SMILES strings and cell line genomic features, predict the synergy score measuring deviation from expected non-interaction effect. (1) Drug 1: CC1C(C(CC(O1)OC2CC(OC(C2O)C)OC3=CC4=CC5=C(C(=O)C(C(C5)C(C(=O)C(C(C)O)O)OC)OC6CC(C(C(O6)C)O)OC7CC(C(C(O7)C)O)OC8CC(C(C(O8)C)O)(C)O)C(=C4C(=C3C)O)O)O)O. Drug 2: CCN(CC)CCCC(C)NC1=C2C=C(C=CC2=NC3=C1C=CC(=C3)Cl)OC. Cell line: SK-MEL-5. Synergy scores: CSS=15.5, Synergy_ZIP=-0.508, Synergy_Bliss=-3.68, Synergy_Loewe=-34.0, Synergy_HSA=-3.82. (2) Drug 1: C1=CC(=CC=C1CCCC(=O)O)N(CCCl)CCCl. Drug 2: C1C(C(OC1N2C=NC3=C2NC=NCC3O)CO)O. Cell line: SF-268. Synergy scores: CSS=36.7, Synergy_ZIP=-0.610, Synergy_Bliss=-2.27, Synergy_Loewe=-5.08, Synergy_HSA=-2.33. (3) Drug 1: CC1=C(N=C(N=C1N)C(CC(=O)N)NCC(C(=O)N)N)C(=O)NC(C(C2=CN=CN2)OC3C(C(C(C(O3)CO)O)O)OC4C(C(C(C(O4)CO)O)OC(=O)N)O)C(=O)NC(C)C(C(C)C(=O)NC(C(C)O)C(=O)NCCC5=NC(=CS5)C6=NC(=CS6)C(=O)NCCC[S+](C)C)O. Drug 2: C#CCC(CC1=CN=C2C(=N1)C(=NC(=N2)N)N)C3=CC=C(C=C3)C(=O)NC(CCC(=O)O)C(=O)O. Cell line: A549. Synergy scores: CSS=44.4, Synergy_ZIP=-0.0407, Synergy_Bliss=-0.724, Synergy_Loewe=-1.16, Synergy_HSA=-1.56. (4) Drug 1: CC1=C(N=C(N=C1N)C(CC(=O)N)NCC(C(=O)N)N)C(=O)NC(C(C2=CN=CN2)OC3C(C(C(C(O3)CO)O)O)OC4C(C(C(C(O4)CO)O)OC(=O)N)O)C(=O)NC(C)C(C(C)C(=O)NC(C(C)O)C(=O)NCCC5=NC(=CS5)C6=NC(=CS6)C(=O)NCCC[S+](C)C)O. Drug 2: CCC1(C2=C(COC1=O)C(=O)N3CC4=CC5=C(C=CC(=C5CN(C)C)O)N=C4C3=C2)O.Cl. Cell line: SR. Synergy scores: CSS=92.5, Synergy_ZIP=-0.0399, Synergy_Bliss=-0.623, Synergy_Loewe=0.483, Synergy_HSA=0.543. (5) Drug 1: CC1CCC2CC(C(=CC=CC=CC(CC(C(=O)C(C(C(=CC(C(=O)CC(OC(=O)C3CCCCN3C(=O)C(=O)C1(O2)O)C(C)CC4CCC(C(C4)OC)OCCO)C)C)O)OC)C)C)C)OC. Drug 2: CCCCC(=O)OCC(=O)C1(CC(C2=C(C1)C(=C3C(=C2O)C(=O)C4=C(C3=O)C=CC=C4OC)O)OC5CC(C(C(O5)C)O)NC(=O)C(F)(F)F)O. Cell line: M14. Synergy scores: CSS=46.3, Synergy_ZIP=8.17, Synergy_Bliss=10.4, Synergy_Loewe=2.68, Synergy_HSA=9.00.